From a dataset of Full USPTO retrosynthesis dataset with 1.9M reactions from patents (1976-2016). Predict the reactants needed to synthesize the given product. (1) Given the product [Cl:8][C:6]1[CH:5]=[CH:4][C:3]2[N:9]=[C:10]([CH2:11][CH2:12][N:13]3[CH2:18][CH2:17][C:16]([CH2:20][C:21]4[CH:26]=[CH:25][C:24]([Cl:27])=[CH:23][CH:22]=4)([OH:19])[C:15]([CH3:29])([CH3:28])[CH2:14]3)[NH:1][C:2]=2[CH:7]=1, predict the reactants needed to synthesize it. The reactants are: [NH2:1][C:2]1[CH:7]=[C:6]([Cl:8])[CH:5]=[CH:4][C:3]=1[NH:9][C:10](=O)[CH2:11][CH2:12][N:13]1[CH2:18][CH2:17][C:16]([CH2:20][C:21]2[CH:26]=[CH:25][C:24]([Cl:27])=[CH:23][CH:22]=2)([OH:19])[C:15]([CH3:29])([CH3:28])[CH2:14]1.Cl. (2) The reactants are: [F:1][C:2]1[CH:3]=[C:4]2[C:9](=[CH:10][CH:11]=1)[N:8]=[C:7]([CH:12]([NH2:14])[CH3:13])[C:6]([C:15]1[CH:20]=[CH:19][CH:18]=[CH:17][N:16]=1)=[CH:5]2.Cl[C:22]1[N:30]=[CH:29][N:28]=[C:27]2[C:23]=1[N:24]=[CH:25][NH:26]2.C(N(C(C)C)C(C)C)C. Given the product [F:1][C:2]1[CH:3]=[C:4]2[C:9](=[CH:10][CH:11]=1)[N:8]=[C:7]([CH:12]([NH:14][C:22]1[N:30]=[CH:29][N:28]=[C:27]3[C:23]=1[N:24]=[CH:25][NH:26]3)[CH3:13])[C:6]([C:15]1[CH:20]=[CH:19][CH:18]=[CH:17][N:16]=1)=[CH:5]2, predict the reactants needed to synthesize it. (3) Given the product [CH:1]([N:4]1[CH:12]=[N:11][C:10]2[C:5]1=[N:6][C:7]([CH:20]1[CH2:25][CH2:24][CH2:23][N:22]([C:26]([O:28][C:29]([CH3:31])([CH3:30])[CH3:32])=[O:27])[CH2:21]1)=[N:8][C:9]=2[NH:13][C:14]1[CH:15]=[N:16][N:17]([CH3:19])[CH:18]=1)([CH3:2])[CH3:3], predict the reactants needed to synthesize it. The reactants are: [CH:1]([N:4]1[CH:12]=[N:11][C:10]2[C:5]1=[N:6][C:7]([C:20]1[CH2:21][N:22]([C:26]([O:28][C:29]([CH3:32])([CH3:31])[CH3:30])=[O:27])[CH2:23][CH2:24][CH:25]=1)=[N:8][C:9]=2[NH:13][C:14]1[CH:15]=[N:16][N:17]([CH3:19])[CH:18]=1)([CH3:3])[CH3:2].C([O-])=O.[NH4+].C(OCC)(=O)C. (4) The reactants are: N#N.[CH3:3][CH:4]1[CH2:8][CH2:7][CH:6]([CH3:9])[NH:5]1.Br[CH2:11][CH2:12][CH2:13][C:14]#[N:15].C([O-])([O-])=O.[K+].[K+]. Given the product [CH3:3][CH:4]1[CH2:8][CH2:7][CH:6]([CH3:9])[N:5]1[CH2:11][CH2:12][CH2:13][CH2:14][NH2:15], predict the reactants needed to synthesize it. (5) Given the product [ClH:1].[Cl:1][C:2]1[C:10]([CH3:11])=[N:9][C:8]2[N:4]([N:5]=[C:6]3[CH2:14][N:13]([C:15]([C:17]4[CH:27]=[CH:26][CH:25]=[CH:24][C:18]=4[O:19][CH:20]([CH3:23])[CH2:21][N:30]([CH3:31])[CH3:29])=[O:16])[CH2:12][C:7]3=2)[C:3]=1[CH3:28], predict the reactants needed to synthesize it. The reactants are: [Cl:1][C:2]1[C:10]([CH3:11])=[N:9][C:8]2[N:4]([N:5]=[C:6]3[CH2:14][N:13]([C:15]([C:17]4[CH:27]=[CH:26][CH:25]=[CH:24][C:18]=4[O:19][CH:20]([CH3:23])[CH:21]=O)=[O:16])[CH2:12][C:7]3=2)[C:3]=1[CH3:28].[CH3:29][NH:30][CH3:31].C1COCC1.C(O[BH-](OC(=O)C)OC(=O)C)(=O)C.[Na+]. (6) Given the product [ClH:15].[F:10][C:9]1[CH:8]=[CH:7][C:4]([C:5]2[NH:13][N:12]=[N:11][N:6]=2)=[CH:3][C:2]=1[NH2:1], predict the reactants needed to synthesize it. The reactants are: [NH2:1][C:2]1[CH:3]=[C:4]([CH:7]=[CH:8][C:9]=1[F:10])[C:5]#[N:6].[N-:11]=[N+:12]=[N-:13].[Na+].[ClH:15].C(N(CC)CC)C.O. (7) The reactants are: [CH3:1][C:2]1[C:10]([F:11])=[CH:9][C:5]([C:6]([OH:8])=[O:7])=[C:4]([F:12])[CH:3]=1.S(=O)(=O)(O)O.[CH3:18]O. Given the product [F:12][C:4]1[CH:3]=[C:2]([CH3:1])[C:10]([F:11])=[CH:9][C:5]=1[C:6]([O:8][CH3:18])=[O:7], predict the reactants needed to synthesize it. (8) Given the product [CH2:23]([O:22][C:21]([N:20]([CH2:19][C:18]1[CH:17]=[CH:16][C:15]([C:13]2[O:1][C:2]3[C:3](=[C:4]([C:5]([OH:7])=[O:6])[CH:8]=[CH:9][CH:10]=3)[N:11]=2)=[CH:33][CH:32]=1)[CH3:31])=[O:30])[C:24]1[CH:25]=[CH:26][CH:27]=[CH:28][CH:29]=1, predict the reactants needed to synthesize it. The reactants are: [OH:1][C:2]1[CH:10]=[CH:9][CH:8]=[C:4]([C:5]([OH:7])=[O:6])[C:3]=1[NH2:11].Cl[C:13]([C:15]1[CH:33]=[CH:32][C:18]([CH2:19][N:20]([CH3:31])[C:21](=[O:30])[O:22][CH2:23][C:24]2[CH:29]=[CH:28][CH:27]=[CH:26][CH:25]=2)=[CH:17][CH:16]=1)=O.N1C=CC=CC=1.Cl.CC1C=CC(S(O)(=O)=O)=CC=1.